From a dataset of Catalyst prediction with 721,799 reactions and 888 catalyst types from USPTO. Predict which catalyst facilitates the given reaction. (1) Reactant: [NH2:1][C:2]1[CH:12]=[CH:11][C:5]([C:6]([N:8]([CH3:10])[CH3:9])=[O:7])=[CH:4][CH:3]=1.[H-].[Na+].[F:15][C:16]([F:46])([F:45])[C:17]1[CH:22]=[CH:21][C:20]([C@@H:23]2[C:32]3[C:27](=[CH:28][CH:29]=[CH:30][CH:31]=3)[CH2:26][CH2:25][N:24]2[C:33](OC2C=CC([N+]([O-])=O)=CC=2)=[O:34])=[CH:19][CH:18]=1.O. Product: [CH3:9][N:8]([CH3:10])[C:6]([C:5]1[CH:11]=[CH:12][C:2]([NH:1][C:33]([N:24]2[CH2:25][CH2:26][C:27]3[C:32](=[CH:31][CH:30]=[CH:29][CH:28]=3)[C@H:23]2[C:20]2[CH:21]=[CH:22][C:17]([C:16]([F:45])([F:15])[F:46])=[CH:18][CH:19]=2)=[O:34])=[CH:3][CH:4]=1)=[O:7]. The catalyst class is: 1. (2) Reactant: [CH3:1][N:2]([CH3:22])[CH2:3][CH2:4][CH2:5][C:6]1[N:11]=[CH:10][C:9]([C:12]([C:14]2[CH:19]=[CH:18][C:17]([O:20]C)=[CH:16][CH:15]=2)=[O:13])=[CH:8][CH:7]=1.Br. Product: [CH3:22][N:2]([CH3:1])[CH2:3][CH2:4][CH2:5][C:6]1[N:11]=[CH:10][C:9]([C:12]([C:14]2[CH:15]=[CH:16][C:17]([OH:20])=[CH:18][CH:19]=2)=[O:13])=[CH:8][CH:7]=1. The catalyst class is: 5. (3) Reactant: [Cl:1][C:2]1[CH:21]=[CH:20][CH:19]=[C:18](Cl)[C:3]=1[C:4](/[C:6](=[CH:9]/[NH:10][CH:11]([CH2:15][CH2:16][CH3:17])[CH2:12][CH2:13][CH3:14])/[C:7]#[N:8])=[O:5].[H-].[Na+]. Product: [Cl:1][C:2]1[CH:21]=[CH:20][CH:19]=[C:18]2[C:3]=1[C:4](=[O:5])[C:6]([C:7]#[N:8])=[CH:9][N:10]2[CH:11]([CH2:15][CH2:16][CH3:17])[CH2:12][CH2:13][CH3:14]. The catalyst class is: 12. (4) Reactant: [CH2:1]([O:3][C:4](=[O:13])[CH:5]([CH2:9][CH:10]([CH3:12])[CH3:11])[C:6]([OH:8])=O)[CH3:2].[CH2:14](NO)[C:15]1[CH:20]=[CH:19][CH:18]=[CH:17][CH:16]=1.C1C=CC2[N:31]([OH:32])N=NC=2C=1.C1CCC(N=C=NC2CCCCC2)CC1.C(N(CC)CC)C. The catalyst class is: 76. Product: [CH2:1]([O:3][C:4](=[O:13])[CH:5]([C:6](=[O:8])[NH:31][O:32][CH2:14][C:15]1[CH:16]=[CH:17][CH:18]=[CH:19][CH:20]=1)[CH2:9][CH:10]([CH3:12])[CH3:11])[CH3:2]. (5) Reactant: [CH2:1]([O:5][C:6]1[CH:29]=[C:28]([O:30][CH2:31][CH:32]([CH3:34])[CH3:33])[CH:27]=[CH:26][C:7]=1[C:8]([C:10]1[CH:11]=[CH:12][C:13]([O:21][CH2:22][CH:23]([CH3:25])[CH3:24])=[C:14]([CH2:16][CH2:17][C:18]([OH:20])=[O:19])[CH:15]=1)=[O:9])[CH:2]([CH3:4])[CH3:3].[OH-].[Na+:36]. Product: [CH2:1]([O:5][C:6]1[CH:29]=[C:28]([O:30][CH2:31][CH:32]([CH3:34])[CH3:33])[CH:27]=[CH:26][C:7]=1[C:8]([C:10]1[CH:11]=[CH:12][C:13]([O:21][CH2:22][CH:23]([CH3:25])[CH3:24])=[C:14]([CH2:16][CH2:17][C:18]([O-:20])=[O:19])[CH:15]=1)=[O:9])[CH:2]([CH3:4])[CH3:3].[Na+:36]. The catalyst class is: 8. (6) Reactant: [NH2:1][C@@H:2]1[C@H:35]([OH:36])[C@H:34]([CH3:37])[O:33][C@@H:4]([O:5][C@@H:6]2[C:23]3[C:10](=[C:11]([OH:28])[C:12]4[C:13](=[O:27])[C:14]5[C:19]([C:20](=[O:25])[C:21]=4[C:22]=3[OH:24])=[C:18]([F:26])[CH:17]=[CH:16][CH:15]=5)[CH2:9][C@:8]([C:30](=[O:32])[CH3:31])([OH:29])[CH2:7]2)[CH2:3]1.C(N(C(C)C)CC)(C)C.I[CH2:48][C@H:49]([O:52][CH2:53][CH2:54]I)[O:50][CH3:51]. Product: [CH3:51][O:50][C@H:49]1[O:52][CH2:53][CH2:54][N:1]([C@@H:2]2[C@H:35]([OH:36])[C@H:34]([CH3:37])[O:33][C@@H:4]([O:5][C@@H:6]3[C:23]4[C:10](=[C:11]([OH:28])[C:12]5[C:13](=[O:27])[C:14]6[C:19]([C:20](=[O:25])[C:21]=5[C:22]=4[OH:24])=[C:18]([F:26])[CH:17]=[CH:16][CH:15]=6)[CH2:9][C@:8]([C:30](=[O:32])[CH3:31])([OH:29])[CH2:7]3)[CH2:3]2)[CH2:48]1. The catalyst class is: 85. (7) Reactant: C[O:2][C:3]([C:5]1[CH:6]=[CH:7][C:8]2[O:13][CH2:12][C:11](=[O:14])[NH:10][C:9]=2[CH:15]=1)=O.CC(C[AlH]CC(C)C)C. Product: [OH:2][CH2:3][C:5]1[CH:6]=[CH:7][C:8]2[O:13][CH2:12][C:11](=[O:14])[NH:10][C:9]=2[CH:15]=1. The catalyst class is: 2. (8) Product: [Cl:1][C:2]1[CH:3]=[CH:4][C:5]([F:16])=[C:6]([C:8]2[O:12][N:11]=[C:10]([CH:13]([O:15][S:25]([CH3:24])(=[O:27])=[O:26])[CH3:14])[CH:9]=2)[CH:7]=1. Reactant: [Cl:1][C:2]1[CH:3]=[CH:4][C:5]([F:16])=[C:6]([C:8]2[O:12][N:11]=[C:10]([CH:13]([OH:15])[CH3:14])[CH:9]=2)[CH:7]=1.C(N(CC)CC)C.[CH3:24][S:25](Cl)(=[O:27])=[O:26]. The catalyst class is: 4.